Dataset: Reaction yield outcomes from USPTO patents with 853,638 reactions. Task: Predict the reaction yield, written as a fraction of the theoretical maximum amount of product (1.0 means a 100% yield; for example, 0.34 means a 34% yield). (1) The reactants are [C:1]([O:5][C:6](=[O:40])[NH:7][C@H:8]([C:34]1[CH:39]=[CH:38][CH:37]=[CH:36][CH:35]=1)[CH2:9][N:10]1[C:15](=[O:16])[C:14]([N:17]2[CH2:22][CH2:21][NH:20][CH2:19][C:18]2=[O:23])=[CH:13][N:12]([CH2:24][C:25]2[C:30]([F:31])=[CH:29][CH:28]=[CH:27][C:26]=2[F:32])[C:11]1=[O:33])([CH3:4])([CH3:3])[CH3:2].C(=O)([O-])[O-].[K+].[K+].[CH2:47](Br)[C:48]1[CH:53]=[CH:52][CH:51]=[CH:50][CH:49]=1. The catalyst is CN(C=O)C.ClCCl. The product is [C:1]([O:5][C:6](=[O:40])[NH:7][C@H:8]([C:34]1[CH:35]=[CH:36][CH:37]=[CH:38][CH:39]=1)[CH2:9][N:10]1[C:15](=[O:16])[C:14]([N:17]2[CH2:22][CH2:21][N:20]([CH2:47][C:48]3[CH:53]=[CH:52][CH:51]=[CH:50][CH:49]=3)[CH2:19][C:18]2=[O:23])=[CH:13][N:12]([CH2:24][C:25]2[C:26]([F:32])=[CH:27][CH:28]=[CH:29][C:30]=2[F:31])[C:11]1=[O:33])([CH3:4])([CH3:2])[CH3:3]. The yield is 0.960. (2) The catalyst is ClCCl. The yield is 0.890. The reactants are [Cl:1][C:2]1[CH:7]=[C:6]([Cl:8])[CH:5]=[CH:4][C:3]=1[CH:9](O[Si](C)(C)C)[C:10]#[N:11].C(N(S(F)(F)[F:23])CC)C.C(=O)(O)[O-].[Na+]. The product is [Cl:1][C:2]1[CH:7]=[C:6]([Cl:8])[CH:5]=[CH:4][C:3]=1[CH:9]([F:23])[C:10]#[N:11]. (3) The reactants are [CH3:1][O:2][C:3]([NH:5][C@H:6]([C:10]([N:12]1[C@@H:16]([CH3:17])[CH2:15][CH2:14][C@H:13]1[C:18]1[NH:22][C:21]2[C:23]3[C:28]([CH:29]=[CH:30][C:20]=2[N:19]=1)=[CH:27][C:26]1[C:31]2[C:36]([CH2:37][O:38][C:25]=1[CH:24]=3)=[CH:35][C:34]([C:39]1[NH:43][C:42]([C@@H:44]3[CH2:48][C@H:47]([CH3:49])[CH2:46][N:45]3C(OC(C)(C)C)=O)=[N:41][CH:40]=1)=[CH:33][CH:32]=2)=[O:11])[CH:7]([CH3:9])[CH3:8])=[O:4].CO[C@H:59]([CH3:69])[C@H:60]([NH:64][C:65]([O:67][CH3:68])=[O:66])[C:61]([OH:63])=O.[CH3:70]N(C(ON1N=NC2C=CC=NC1=2)=[N+](C)C)C.F[P-](F)(F)(F)(F)F.CN1CCOCC1. The catalyst is Cl.CCO.CN(C=O)C. The product is [CH3:68][O:67][C:65]([NH:64][C@@H:60]([CH:59]([CH3:69])[CH3:70])[C:61]([N:45]1[CH2:46][C@@H:47]([CH3:49])[CH2:48][C@H:44]1[C:42]1[NH:43][C:39]([C:34]2[CH:35]=[C:36]3[CH2:37][O:38][C:25]4[CH:24]=[C:23]5[C:28]([CH:29]=[CH:30][C:20]6[N:19]=[C:18]([C@@H:13]7[CH2:14][CH2:15][C@H:16]([CH3:17])[N:12]7[C:10](=[O:11])[C@@H:6]([NH:5][C:3](=[O:4])[O:2][CH3:1])[CH:7]([CH3:9])[CH3:8])[NH:22][C:21]=65)=[CH:27][C:26]=4[C:31]3=[CH:32][CH:33]=2)=[CH:40][N:41]=1)=[O:63])=[O:66]. The yield is 0.350. (4) The product is [Cl:7][C:8]1[CH:13]=[CH:12][C:11]([N:14]([C:1]#[N:2])[C:15]([NH:16][C:17]2[CH:22]=[CH:21][CH:20]=[C:19]([F:23])[C:18]=2[CH3:24])=[NH:39])=[C:10]([OH:25])[C:9]=1[S:33]([N:36]([CH3:37])[CH3:38])(=[O:35])=[O:34]. The reactants are [C:1](NC(N)=N)#[N:2].[Cl:7][C:8]1[CH:13]=[CH:12][C:11]([N:14]=[C:15]=[N:16][C:17]2[CH:22]=[CH:21][CH:20]=[C:19]([F:23])[C:18]=2[CH3:24])=[C:10]([O:25][Si](C(C)(C)C)(C)C)[C:9]=1[S:33]([N:36]([CH3:38])[CH3:37])(=[O:35])=[O:34].[N:39]#CN.C(N(CC)C(C)C)(C)C.[F-].[Cs+]. No catalyst specified. The yield is 0.440. (5) The product is [CH2:1]([O:5][C:6]1[CH:7]=[C:8]2[C:13](=[CH:14][C:15]=1[O:16][CH3:17])[C:12]([C:18](=[O:27])[C:19]1[CH:24]=[CH:23][CH:22]=[C:21]([O:25][CH3:26])[CH:20]=1)=[N:11][CH:10]=[C:9]2[C:28]([OH:32])=[O:29])[CH2:2][CH2:3][CH3:4]. The yield is 0.620. The reactants are [CH2:1]([O:5][C:6]1[CH:7]=[C:8]2[C:13](=[CH:14][C:15]=1[O:16][CH3:17])[C:12]([C:18](=[O:27])[C:19]1[CH:24]=[CH:23][CH:22]=[C:21]([O:25][CH3:26])[CH:20]=1)=[N:11][CH:10]=[C:9]2[CH:28]=[O:29])[CH2:2][CH2:3][CH3:4].O.P([O-])(O)(O)=[O:32].[Na+].CC(=CC)C.Cl([O-])=O.[Na+]. The catalyst is C(O)(C)(C)C.O.CCCCCC. (6) The reactants are C1(P(C2C=CC=CC=2)C2C=CC=CC=2)C=CC=CC=1.[NH:20]1[CH:24]=[C:23](/[CH:25]=[CH:26]/[C:27]([O:29][CH3:30])=[O:28])[CH:22]=[N:21]1.[CH3:31][N:32]1[CH2:37][CH2:36][CH:35]([CH2:38]O)[CH2:34][CH2:33]1.N(C(OC(C)(C)C)=O)=NC(OC(C)(C)C)=O. The catalyst is O1CCCC1. The product is [CH3:31][N:32]1[CH2:37][CH2:36][CH:35]([CH2:38][N:20]2[CH:24]=[C:23](/[CH:25]=[CH:26]/[C:27]([O:29][CH3:30])=[O:28])[CH:22]=[N:21]2)[CH2:34][CH2:33]1. The yield is 0.840. (7) The reactants are [C:1]([O:5][C:6](=[O:57])[C:7]([O:10]/[N:11]=[C:12](/[C:44]1[N:45]=[C:46]([NH:49][C:50]([O:52][C:53]([CH3:56])([CH3:55])[CH3:54])=[O:51])[S:47][CH:48]=1)\[C:13]([NH:15][C@@H:16]1[C:23](=[O:24])[N:22]2[C@@H:17]1[S:18](=[O:43])[CH2:19][C:20]([CH2:41]Cl)=[C:21]2[C:25]([O:27][CH:28]([C:35]1[CH:40]=[CH:39][CH:38]=[CH:37][CH:36]=1)[C:29]1[CH:34]=[CH:33][CH:32]=[CH:31][CH:30]=1)=[O:26])=[O:14])([CH3:9])[CH3:8])([CH3:4])([CH3:3])[CH3:2].[I-:58].[Na+]. The catalyst is CC(C)=O. The product is [C:1]([O:5][C:6](=[O:57])[C:7]([O:10]/[N:11]=[C:12](/[C:44]1[N:45]=[C:46]([NH:49][C:50]([O:52][C:53]([CH3:56])([CH3:55])[CH3:54])=[O:51])[S:47][CH:48]=1)\[C:13]([NH:15][C@@H:16]1[C:23](=[O:24])[N:22]2[C@@H:17]1[S:18](=[O:43])[CH2:19][C:20]([CH2:41][I:58])=[C:21]2[C:25]([O:27][CH:28]([C:35]1[CH:40]=[CH:39][CH:38]=[CH:37][CH:36]=1)[C:29]1[CH:34]=[CH:33][CH:32]=[CH:31][CH:30]=1)=[O:26])=[O:14])([CH3:9])[CH3:8])([CH3:4])([CH3:3])[CH3:2]. The yield is 1.00. (8) The reactants are C(NC1C(C)=CC(OC)=CC=1C(N)=O)(=O)C1C=CC=CC=1.NC1C(C)=CC(OC)=CC=1C(N)=O.[Cl:35][C:36]1[CH:37]=[C:38]([NH:43][C:44]2[C:53]3[C:48](=[CH:49][CH:50]=[C:51]([CH2:54][CH2:55][CH2:56][C:57]([OH:59])=O)[CH:52]=3)[N:47]=[C:46]([C:60]3[CH:61]=[N:62][CH:63]=[CH:64][CH:65]=3)[N:45]=2)[CH:39]=[CH:40][C:41]=1[F:42].[NH:66]1[CH2:71][CH2:70][O:69][CH2:68][CH2:67]1. No catalyst specified. The product is [Cl:35][C:36]1[CH:37]=[C:38]([NH:43][C:44]2[C:53]3[C:48](=[CH:49][CH:50]=[C:51]([CH2:54][CH2:55][CH2:56][C:57]([N:66]4[CH2:71][CH2:70][O:69][CH2:68][CH2:67]4)=[O:59])[CH:52]=3)[N:47]=[C:46]([C:60]3[CH:61]=[N:62][CH:63]=[CH:64][CH:65]=3)[N:45]=2)[CH:39]=[CH:40][C:41]=1[F:42]. The yield is 0.400.